From a dataset of Experimentally validated miRNA-target interactions with 360,000+ pairs, plus equal number of negative samples. Binary Classification. Given a miRNA mature sequence and a target amino acid sequence, predict their likelihood of interaction. The miRNA is hsa-miR-8060 with sequence CCAUGAAGCAGUGGGUAGGAGGAC. The protein sequence of the target gene is MSVYFPIHCSDYLRSAEMTEVMMNAPSMEEIGLSPRKDGLSYQIFPDPSDFDRCCKLKDRLPSIVVEPTEGEVESGELRWPPEEFLVQEDEQDNCEETTNEKKDQ. Result: 0 (no interaction).